Dataset: Reaction yield outcomes from USPTO patents with 853,638 reactions. Task: Predict the reaction yield, written as a fraction of the theoretical maximum amount of product (1.0 means a 100% yield; for example, 0.34 means a 34% yield). (1) The reactants are N[C:2]1[C:9]([F:10])=[CH:8][CH:7]=[CH:6][C:3]=1[C:4]#[N:5].N([O-])=O.[Na+].[BrH:15]. The yield is 0.530. The catalyst is O1CCOCC1.O.[Cu]Br. The product is [Br:15][C:2]1[C:9]([F:10])=[CH:8][CH:7]=[CH:6][C:3]=1[C:4]#[N:5]. (2) The reactants are [Cl:1][C:2]1([F:8])[CH2:4][CH:3]1[C:5](O)=[O:6].C(N1C=CN=C1)(N1C=CN=C1)=O.[C:21]1([C@H:27]([NH2:29])[CH3:28])[CH:26]=[CH:25][CH:24]=[CH:23][CH:22]=1. The catalyst is C1COCC1. The product is [Cl:1][C:2]1([F:8])[CH2:4][CH:3]1[C:5]([NH:29][C@@H:27]([C:21]1[CH:26]=[CH:25][CH:24]=[CH:23][CH:22]=1)[CH3:28])=[O:6]. The yield is 0.500. (3) The reactants are [Br-:1].[Li+].[CH3:3][C:4]1[CH:9]=[CH:8][C:7]([S:10]([O:13][C@@H:14]2[CH2:18][O:17][C@@H:16]3[C@@H:19](OS(C4C=CC(C)=CC=4)(=O)=O)[CH2:20][O:21][C@H:15]23)(=[O:12])=[O:11])=[CH:6][CH:5]=1. The catalyst is CS(C)=O.O. The product is [CH3:3][C:4]1[CH:9]=[CH:8][C:7]([S:10]([O:13][C@H:14]2[CH2:18][O:17][C@@H:16]3[C@@H:19]([Br:1])[CH2:20][O:21][C@H:15]23)(=[O:12])=[O:11])=[CH:6][CH:5]=1. The yield is 0.550. (4) The reactants are [Cl:1][C:2]1[CH:3]=[C:4]([CH:7]=[CH:8][C:9]=1[CH2:10][NH:11][C:12]1[CH:17]=[CH:16][CH:15]=[CH:14][N:13]=1)[CH:5]=O.[C:18]([O-])([O-])=O.[K+].[K+]. The catalyst is O1CCOCC1.[Br-].C[P+](C1C=CC=CC=1)(C1C=CC=CC=1)C1C=CC=CC=1. The product is [Cl:1][C:2]1[CH:3]=[C:4]([CH:5]=[CH2:18])[CH:7]=[CH:8][C:9]=1[CH2:10][NH:11][C:12]1[CH:17]=[CH:16][CH:15]=[CH:14][N:13]=1. The yield is 0.500.